This data is from Reaction yield outcomes from USPTO patents with 853,638 reactions. The task is: Predict the reaction yield, written as a fraction of the theoretical maximum amount of product (1.0 means a 100% yield; for example, 0.34 means a 34% yield). (1) The reactants are [CH:1]([N:4]1[CH2:9][CH2:8][N:7]([C:10]2[CH:15]=[N:14][C:13]([C:16]3[CH:21]=[CH:20][C:19]([NH2:22])=[CH:18][CH:17]=3)=[CH:12][N:11]=2)[CH2:6][CH2:5]1)([CH3:3])[CH3:2].[Cl:23][CH2:24][CH2:25][CH2:26][S:27](Cl)(=[O:29])=[O:28].[H-].[Na+]. The catalyst is CN(C=O)C. The product is [ClH:23].[ClH:23].[O:28]=[S:27]1(=[O:29])[CH2:26][CH2:25][CH2:24][N:22]1[C:19]1[CH:20]=[CH:21][C:16]([C:13]2[N:14]=[CH:15][C:10]([N:7]3[CH2:6][CH2:5][N:4]([CH:1]([CH3:3])[CH3:2])[CH2:9][CH2:8]3)=[N:11][CH:12]=2)=[CH:17][CH:18]=1. The yield is 0.220. (2) The reactants are [Cl:1][C:2]1[CH:3]=[C:4]([C:8]2[C:13]([O:14][CH3:15])=[CH:12][CH:11]=[C:10]([CH2:16][C:17]3[CH:18]=[CH:19][C:20]([N:23]4[CH2:26][CH2:25][C@H:24]4[C:27]([NH2:29])=[O:28])=[N:21][CH:22]=3)[C:9]=2[F:30])[CH:5]=[CH:6][CH:7]=1.Cl. The catalyst is CCOCC. The product is [ClH:1].[Cl:1][C:2]1[CH:3]=[C:4]([C:8]2[C:13]([O:14][CH3:15])=[CH:12][CH:11]=[C:10]([CH2:16][C:17]3[CH:18]=[CH:19][C:20]([N:23]4[CH2:26][CH2:25][C@H:24]4[C:27]([NH2:29])=[O:28])=[N:21][CH:22]=3)[C:9]=2[F:30])[CH:5]=[CH:6][CH:7]=1. The yield is 0.980. (3) The product is [Cl:10][C:11]1[CH:19]=[CH:18][C:17]([Cl:20])=[CH:16][C:12]=1[C:13]([N:65]1[CH2:66][CH2:67][N:62]([C:44](=[O:43])[CH2:45][NH:46][C:47](=[O:61])[C:48]2[CH:49]=[CH:50][C:51]([O:54][C:55]3[CH:56]=[CH:57][CH:58]=[CH:59][CH:60]=3)=[CH:52][CH:53]=2)[CH2:63][CH2:64]1)=[O:15]. The catalyst is CN(C=O)C.O. The reactants are CCN(C(C)C)C(C)C.[Cl:10][C:11]1[CH:19]=[CH:18][C:17]([Cl:20])=[CH:16][C:12]=1[C:13]([OH:15])=O.CCN=C=NCCCN(C)C.C1C=CC2N(O)N=NC=2C=1.Cl.[O:43]=[C:44]([N:62]1[CH2:67][CH2:66][NH:65][CH2:64][CH2:63]1)[CH2:45][NH:46][C:47](=[O:61])[C:48]1[CH:53]=[CH:52][C:51]([O:54][C:55]2[CH:60]=[CH:59][CH:58]=[CH:57][CH:56]=2)=[CH:50][CH:49]=1. The yield is 0.550.